Task: Predict the product of the given reaction.. Dataset: Forward reaction prediction with 1.9M reactions from USPTO patents (1976-2016) (1) The product is: [CH3:18][N:13]1[CH2:14][CH2:15][N:10]([C:7]2[CH:6]=[CH:5][C:4]([N+:1]([O-:3])=[O:2])=[CH:9][CH:8]=2)[CH2:11][CH2:12]1. Given the reactants [N+:1]([C:4]1[CH:9]=[CH:8][C:7]([N:10]2[CH2:15][CH2:14][NH:13][CH2:12][CH2:11]2)=[CH:6][CH:5]=1)([O-:3])=[O:2].[H-].[Na+].[CH3:18]I, predict the reaction product. (2) Given the reactants [Cl:1][CH2:2][C:3]([O:5][C@H:6]1[C@@H:18]([CH2:19][O:20][CH2:21][C:22]2[CH:27]=[CH:26][CH:25]=[CH:24][CH:23]=2)[O:17][C@@H:9](SC2C=CC=CC=2)[C@H:8]([O:28][CH2:29][C:30]2[CH:35]=[CH:34][CH:33]=[CH:32][CH:31]=2)[C@H:7]1[O:36][CH2:37][C:38]1[CH:43]=[CH:42][CH:41]=[CH:40][CH:39]=1)=[O:4].CCN(S(F)(F)[F:50])CC.C1C(=O)N(Br)C(=O)C1, predict the reaction product. The product is: [Cl:1][CH2:2][C:3]([O:5][C@H:6]1[C@@H:18]([CH2:19][O:20][CH2:21][C:22]2[CH:27]=[CH:26][CH:25]=[CH:24][CH:23]=2)[O:17][C@@H:9]([F:50])[C@H:8]([O:28][CH2:29][C:30]2[CH:35]=[CH:34][CH:33]=[CH:32][CH:31]=2)[C@H:7]1[O:36][CH2:37][C:38]1[CH:43]=[CH:42][CH:41]=[CH:40][CH:39]=1)=[O:4]. (3) Given the reactants C(OC([NH:8][C@H:9]([C:22]([N:24]1[CH2:29][CH2:28][CH:27]([N:30]2[N:39]=[C:38]([C:40]3[CH:45]=[CH:44][C:43]([O:46][CH3:47])=[C:42]([O:48][CH3:49])[CH:41]=3)[C@@H:37]3[C@@H:32]([CH2:33][CH2:34][CH2:35][CH2:36]3)[C:31]2=[O:50])[CH2:26][CH2:25]1)=[O:23])[CH2:10][CH2:11][C:12]([O:14][CH2:15][C:16]1[CH:21]=[CH:20][CH:19]=[CH:18][CH:17]=1)=[O:13])=O)(C)(C)C, predict the reaction product. The product is: [NH2:8][C@H:9]([C:22]([N:24]1[CH2:25][CH2:26][CH:27]([N:30]2[N:39]=[C:38]([C:40]3[CH:45]=[CH:44][C:43]([O:46][CH3:47])=[C:42]([O:48][CH3:49])[CH:41]=3)[C@@H:37]3[C@@H:32]([CH2:33][CH2:34][CH2:35][CH2:36]3)[C:31]2=[O:50])[CH2:28][CH2:29]1)=[O:23])[CH2:10][CH2:11][C:12]([O:14][CH2:15][C:16]1[CH:21]=[CH:20][CH:19]=[CH:18][CH:17]=1)=[O:13].